The task is: Predict the reaction yield, written as a fraction of the theoretical maximum amount of product (1.0 means a 100% yield; for example, 0.34 means a 34% yield).. This data is from Reaction yield outcomes from USPTO patents with 853,638 reactions. (1) The reactants are [CH2:1]([N:4]1[C:12]2[C:11](=[O:13])[NH:10][C:9](=[O:14])[NH:8][C:7]=2[N:6]=[CH:5]1)[CH:2]=[CH2:3].C1C(=O)N([Cl:22])C(=O)C1.CO. The catalyst is CN(C=O)C. The product is [Cl:22][C:5]1[N:4]([CH2:1][CH:2]=[CH2:3])[C:12]2[C:11](=[O:13])[NH:10][C:9](=[O:14])[NH:8][C:7]=2[N:6]=1. The yield is 0.620. (2) The reactants are [OH:1][CH2:2][CH2:3][N:4]([CH:22]([CH3:24])[CH3:23])[C:5]([C:7]1[S:8][C:9]2[CH2:10][CH2:11][O:12][C:13]3[CH:20]=[CH:19][C:18](Br)=[CH:17][C:14]=3[C:15]=2[N:16]=1)=[O:6].[CH3:25][C:26]([OH:43])([CH3:42])[CH2:27][N:28]1[CH:32]=[C:31](B2OC(C)(C)C(C)(C)O2)[CH:30]=[N:29]1. No catalyst specified. The product is [OH:1][CH2:2][CH2:3][N:4]([CH:22]([CH3:24])[CH3:23])[C:5]([C:7]1[S:8][C:9]2[CH2:10][CH2:11][O:12][C:13]3[CH:20]=[CH:19][C:18]([C:31]4[CH:30]=[N:29][N:28]([CH2:27][C:26]([OH:43])([CH3:42])[CH3:25])[CH:32]=4)=[CH:17][C:14]=3[C:15]=2[N:16]=1)=[O:6]. The yield is 0.0800. (3) The reactants are O=[C:2]1[C:11]2[C:6](=[CH:7][C:8]([O:12][C:13]3[CH:18]=[CH:17][CH:16]=[CH:15][CH:14]=3)=[CH:9][CH:10]=2)[N:5]=[C:4]([N:19]2[CH:23]=[C:22]([C:24]([O:26][CH2:27][CH3:28])=[O:25])[CH:21]=[N:20]2)[NH:3]1.O=P(Cl)(Cl)[Cl:31]. No catalyst specified. The product is [Cl:31][C:2]1[C:11]2[C:6](=[CH:7][C:8]([O:12][C:13]3[CH:18]=[CH:17][CH:16]=[CH:15][CH:14]=3)=[CH:9][CH:10]=2)[N:5]=[C:4]([N:19]2[CH:23]=[C:22]([C:24]([O:26][CH2:27][CH3:28])=[O:25])[CH:21]=[N:20]2)[N:3]=1. The yield is 0.770. (4) The reactants are [NH2:1][C:2]1[O:6][N:5]=[C:4]([C:7]([F:10])([F:9])[F:8])[C:3]=1[CH3:11].[C:12]1([C:22]2[CH:27]=[CH:26][CH:25]=[CH:24][CH:23]=2)[CH:17]=[CH:16][C:15]([S:18](Cl)(=[O:20])=[O:19])=[CH:14][CH:13]=1. No catalyst specified. The product is [CH3:11][C:3]1[C:4]([C:7]([F:10])([F:9])[F:8])=[N:5][O:6][C:2]=1[NH:1][S:18]([C:15]1[CH:14]=[CH:13][C:12]([C:22]2[CH:27]=[CH:26][CH:25]=[CH:24][CH:23]=2)=[CH:17][CH:16]=1)(=[O:20])=[O:19]. The yield is 0.780.